This data is from Aqueous solubility values for 9,982 compounds from the AqSolDB database. The task is: Regression/Classification. Given a drug SMILES string, predict its absorption, distribution, metabolism, or excretion properties. Task type varies by dataset: regression for continuous measurements (e.g., permeability, clearance, half-life) or binary classification for categorical outcomes (e.g., BBB penetration, CYP inhibition). For this dataset (solubility_aqsoldb), we predict Y. (1) The molecule is [O-][n+]1nc(-n2ccnc2)nc2ccc(Cl)cc21. The Y is -3.63 log mol/L. (2) The drug is O=c1[nH]c2ccc([N+](=O)[O-])cc2[nH]1. The Y is -3.27 log mol/L. (3) The molecule is CCCC[C@H](N)C(=O)O. The Y is -1.04 log mol/L.